Dataset: Reaction yield outcomes from USPTO patents with 853,638 reactions. Task: Predict the reaction yield, written as a fraction of the theoretical maximum amount of product (1.0 means a 100% yield; for example, 0.34 means a 34% yield). (1) The reactants are [CH:1]([NH2:4])([CH3:3])[CH3:2].[CH:5]([N:8]=[C:9]=[O:10])([CH3:7])[CH3:6].[C:11](Cl)(=[O:16])[CH2:12][C:13](Cl)=[O:14]. The catalyst is ClCCl. The product is [CH3:2][CH:1]([N:4]1[C:13](=[O:14])[CH2:12][C:11](=[O:16])[N:8]([CH:5]([CH3:7])[CH3:6])[C:9]1=[O:10])[CH3:3]. The yield is 0.690. (2) The reactants are [CH3:1][O:2][C@H:3]1[C@@H:9]2[O:10][CH2:11][C@H:12]([O:13]C(C3C=CC=CC=3)=O)[C@@H:8]2[O:7][C@@H:4]1[O:5][CH3:6].[OH-].[Na+]. The catalyst is CO.C(OCC)(=O)C. The product is [CH3:1][O:2][C@H:3]1[C@@H:9]2[O:10][CH2:11][C@@H:12]([OH:13])[C@@H:8]2[O:7][C@@H:4]1[O:5][CH3:6]. The yield is 0.850.